From a dataset of Full USPTO retrosynthesis dataset with 1.9M reactions from patents (1976-2016). Predict the reactants needed to synthesize the given product. (1) Given the product [OH:13][CH:11]1[CH2:12][N:8]([C:6]([O:5][C:1]([CH3:4])([CH3:2])[CH3:3])=[O:7])[CH:9]([C:16]([O:18][CH3:19])=[O:17])[C:10]1([CH3:15])[CH3:14], predict the reactants needed to synthesize it. The reactants are: [C:1]([O:5][C:6]([N:8]1[CH2:12][CH:11]([OH:13])[C:10]([CH3:15])([CH3:14])[CH:9]1[C:16]([OH:18])=[O:17])=[O:7])([CH3:4])([CH3:3])[CH3:2].[C:19](=O)([O-])[O-].[Cs+].[Cs+].CI. (2) The reactants are: [CH2:1]([O:3][C:4](=[O:26])[C:5]1[C:10]([N+:11]([O-:13])=[O:12])=[CH:9][C:8]([NH:14][C:15](=[O:23])[C:16]2[CH:21]=[CH:20][C:19]([CH3:22])=[CH:18][CH:17]=2)=[C:7](O)[C:6]=1[Cl:25])[CH3:2].C1C=CC(P(C2C=CC=CC=2)C2C=CC=CC=2)=CC=1.CCOC(/N=N/C(OCC)=O)=O.C1(C)C=CC=CC=1. Given the product [CH2:1]([O:3][C:4]([C:5]1[C:10]([N+:11]([O-:13])=[O:12])=[CH:9][C:8]2[N:14]=[C:15]([C:16]3[CH:21]=[CH:20][C:19]([CH3:22])=[CH:18][CH:17]=3)[O:23][C:7]=2[C:6]=1[Cl:25])=[O:26])[CH3:2], predict the reactants needed to synthesize it. (3) Given the product [N:1]1[CH:6]=[CH:5][CH:4]=[C:3]2[CH2:7][C:8]3[C:13]([C:2]=12)=[CH:12][CH:11]=[CH:10][CH:9]=3, predict the reactants needed to synthesize it. The reactants are: [N:1]1[CH:6]=[CH:5][CH:4]=[C:3]2[C:7](=O)[C:8]3[C:13]([C:2]=12)=[CH:12][CH:11]=[CH:10][CH:9]=3.O.NN. (4) The reactants are: Br[C:2]1[CH:3]=[CH:4][C:5]2[NH:6][C:7]3[C:12]([C:13]=2[CH:14]=1)=[CH:11][CH:10]=[CH:9][CH:8]=3.B([C:18]1[CH:19]=[C:20]2[C:28](=[CH:29][CH:30]=1)[N:27]([C:31]1[CH:36]=[CH:35][CH:34]=[CH:33][CH:32]=1)[C:26]1[CH:25]=[C:24]3[C:37]([CH3:45])([CH3:44])[C:38]4[C:43]([C:23]3=[CH:22][C:21]2=1)=[CH:42][CH:41]=[CH:40][CH:39]=4)(O)O.C(=O)([O-])[O-].[Na+].[Na+].C1(C)C=CC=CC=1. Given the product [CH:4]1[C:5]2[NH:6][C:7]3[C:12](=[CH:11][CH:10]=[CH:9][CH:8]=3)[C:13]=2[CH:14]=[C:2]([C:18]2[CH:19]=[C:20]3[C:28](=[CH:29][CH:30]=2)[N:27]([C:31]2[CH:36]=[CH:35][CH:34]=[CH:33][CH:32]=2)[C:26]2[CH:25]=[C:24]4[C:37]([CH3:45])([CH3:44])[C:38]5[C:43]([C:23]4=[CH:22][C:21]3=2)=[CH:42][CH:41]=[CH:40][CH:39]=5)[CH:3]=1, predict the reactants needed to synthesize it. (5) Given the product [CH3:29][O:30][C:31]1[CH:32]=[C:33]([NH:43][C:44]2[N:46]=[C:5]([OH:6])[C:7]3[CH2:8][N:9]([CH3:20])[CH2:10][CH:11]([C:14]4[CH:15]=[CH:16][CH:17]=[CH:18][CH:19]=4)[C:12]=3[N:45]=2)[CH:34]=[CH:35][C:36]=1[N:37]1[CH:41]=[C:40]([CH3:42])[N:39]=[CH:38]1, predict the reactants needed to synthesize it. The reactants are: Cl.C(O[C:5]([CH:7]1[C:12](=O)[CH:11]([C:14]2[CH:19]=[CH:18][CH:17]=[CH:16][CH:15]=2)[CH2:10][N:9]([CH3:20])[CH2:8]1)=[O:6])C.[N+]([O-])(O)=O.[N+]([O-])(O)=O.[CH3:29][O:30][C:31]1[CH:32]=[C:33]([NH:43][C:44]([NH2:46])=[NH:45])[CH:34]=[CH:35][C:36]=1[N:37]1[CH:41]=[C:40]([CH3:42])[N:39]=[CH:38]1.C(N(CC)CC)C. (6) Given the product [O:32]1[C:25]2[C:26](=[N:27][CH:28]=[CH:29][C:24]=2[NH:22][C:21]2[C:17]([C:15]([NH:14][C:11]3[CH:12]=[CH:13][C:8]([CH2:7][N:1]4[CH2:6][CH2:5][O:4][CH2:3][CH2:2]4)=[CH:9][CH:10]=3)=[O:16])=[N:18][NH:19][CH:20]=2)[CH:30]=[CH:31]1, predict the reactants needed to synthesize it. The reactants are: [N:1]1([CH2:7][C:8]2[CH:13]=[CH:12][C:11]([NH:14][C:15]([C:17]3[C:21]([NH2:22])=[CH:20][NH:19][N:18]=3)=[O:16])=[CH:10][CH:9]=2)[CH2:6][CH2:5][O:4][CH2:3][CH2:2]1.Cl[C:24]1[CH:29]=[CH:28][N:27]=[C:26]2[CH:30]=[CH:31][O:32][C:25]=12. (7) Given the product [Cl:31][C:13]1[C:12]([CH2:16][O:17][C:18]2[CH:23]=[C:22]([CH:24]([CH3:25])[CH3:26])[CH:21]=[CH:20][C:19]=2[CH3:27])=[C:11]([CH3:28])[N:10]=[C:9]([C:3]2[C:4]([CH3:8])=[CH:5][CH:6]=[CH:7][C:2]=2[CH3:1])[N:14]=1, predict the reactants needed to synthesize it. The reactants are: [CH3:1][C:2]1[CH:7]=[CH:6][CH:5]=[C:4]([CH3:8])[C:3]=1[C:9]1[N:14]=[C:13](O)[C:12]([CH2:16][O:17][C:18]2[CH:23]=[C:22]([CH:24]([CH3:26])[CH3:25])[CH:21]=[CH:20][C:19]=2[CH3:27])=[C:11]([CH3:28])[N:10]=1.P(Cl)(Cl)([Cl:31])=O. (8) Given the product [CH:24]([NH:26][C:2]1[C:3]([CH3:22])=[N:4][C:5]2[C:10]([N:11]=1)=[C:9]([C:12]1[NH:20][C:19]3[CH2:18][CH2:17][NH:16][C:15](=[O:21])[C:14]=3[CH:13]=1)[CH:8]=[CH:7][CH:6]=2)([CH3:25])[CH3:23], predict the reactants needed to synthesize it. The reactants are: F[C:2]1[C:3]([CH3:22])=[N:4][C:5]2[C:10]([N:11]=1)=[C:9]([C:12]1[NH:20][C:19]3[CH2:18][CH2:17][NH:16][C:15](=[O:21])[C:14]=3[CH:13]=1)[CH:8]=[CH:7][CH:6]=2.[CH3:23][CH:24]([NH2:26])[CH3:25]. (9) Given the product [C:15]([C:17]1[CH:18]=[CH:19][C:20]([NH:23][C:24]([C:26]2[C:31]([CH3:32])=[C:30]([C:6]#[N:7])[CH:29]=[C:28]([CH3:34])[N:27]=2)=[O:25])=[N:21][CH:22]=1)#[N:16], predict the reactants needed to synthesize it. The reactants are: C(OC([C:6]1C=C(C#N)C=C(C)[N:7]=1)=O)C.[C:15]([C:17]1[CH:18]=[CH:19][C:20]([NH:23][C:24]([C:26]2[C:31]([CH3:32])=[C:30](Br)[CH:29]=[C:28]([CH3:34])[N:27]=2)=[O:25])=[N:21][CH:22]=1)#[N:16].